Task: Regression. Given two drug SMILES strings and cell line genomic features, predict the synergy score measuring deviation from expected non-interaction effect.. Dataset: NCI-60 drug combinations with 297,098 pairs across 59 cell lines (1) Drug 1: CC1C(C(CC(O1)OC2CC(CC3=C2C(=C4C(=C3O)C(=O)C5=C(C4=O)C(=CC=C5)OC)O)(C(=O)C)O)N)O.Cl. Drug 2: C1C(C(OC1N2C=NC3=C(N=C(N=C32)Cl)N)CO)O. Cell line: HCT-15. Synergy scores: CSS=12.2, Synergy_ZIP=-6.11, Synergy_Bliss=-2.31, Synergy_Loewe=-2.85, Synergy_HSA=-2.04. (2) Drug 1: CC1=C2C(C(=O)C3(C(CC4C(C3C(C(C2(C)C)(CC1OC(=O)C(C(C5=CC=CC=C5)NC(=O)C6=CC=CC=C6)O)O)OC(=O)C7=CC=CC=C7)(CO4)OC(=O)C)O)C)OC(=O)C. Drug 2: CCN(CC)CCCC(C)NC1=C2C=C(C=CC2=NC3=C1C=CC(=C3)Cl)OC. Cell line: OVCAR-8. Synergy scores: CSS=47.1, Synergy_ZIP=-7.42, Synergy_Bliss=-4.45, Synergy_Loewe=-5.01, Synergy_HSA=-3.41. (3) Drug 1: CC1=C(C=C(C=C1)NC(=O)C2=CC=C(C=C2)CN3CCN(CC3)C)NC4=NC=CC(=N4)C5=CN=CC=C5. Drug 2: CC1CCC2CC(C(=CC=CC=CC(CC(C(=O)C(C(C(=CC(C(=O)CC(OC(=O)C3CCCCN3C(=O)C(=O)C1(O2)O)C(C)CC4CCC(C(C4)OC)OCCO)C)C)O)OC)C)C)C)OC. Cell line: SF-268. Synergy scores: CSS=-0.719, Synergy_ZIP=-4.66, Synergy_Bliss=-10.1, Synergy_Loewe=-17.6, Synergy_HSA=-9.90. (4) Drug 1: C1CN1C2=NC(=NC(=N2)N3CC3)N4CC4. Drug 2: CNC(=O)C1=NC=CC(=C1)OC2=CC=C(C=C2)NC(=O)NC3=CC(=C(C=C3)Cl)C(F)(F)F. Cell line: MOLT-4. Synergy scores: CSS=62.8, Synergy_ZIP=-10.0, Synergy_Bliss=-22.8, Synergy_Loewe=-25.2, Synergy_HSA=-23.1.